Dataset: Forward reaction prediction with 1.9M reactions from USPTO patents (1976-2016). Task: Predict the product of the given reaction. (1) Given the reactants [N:1]([O-])=O.[Na+].[CH3:5][C:6]1[C:12]([CH3:13])=[CH:11][C:10]([N+:14]([O-:16])=[O:15])=[CH:9][C:7]=1[NH2:8], predict the reaction product. The product is: [CH3:13][C:12]1[CH:11]=[C:10]([N+:14]([O-:16])=[O:15])[CH:9]=[C:7]2[C:6]=1[CH:5]=[N:1][NH:8]2. (2) Given the reactants [CH3:1][C:2]1([CH3:35])[N:6]([CH2:7][C:8]2[CH:13]=[CH:12][N:11]=[C:10]([NH:14]C(=O)N(C)C)[N:9]=2)[C:5](=[O:20])[N:4]([C:21]2[CH:26]=[CH:25][C:24]([S:27]([C:30]([F:33])([F:32])[F:31])(=[O:29])=[O:28])=[CH:23][CH:22]=2)[C:3]1=[O:34].N, predict the reaction product. The product is: [NH2:14][C:10]1[N:9]=[C:8]([CH2:7][N:6]2[C:2]([CH3:35])([CH3:1])[C:3](=[O:34])[N:4]([C:21]3[CH:22]=[CH:23][C:24]([S:27]([C:30]([F:31])([F:32])[F:33])(=[O:28])=[O:29])=[CH:25][CH:26]=3)[C:5]2=[O:20])[CH:13]=[CH:12][N:11]=1. (3) Given the reactants Cl[C:2]1[N:7]=[C:6]2[CH:8]=[C:9]([C:11]3[C:16]([F:17])=[CH:15][C:14]([O:18][CH3:19])=[CH:13][C:12]=3[F:20])[NH:10][C:5]2=[CH:4][CH:3]=1.[CH3:21][N:22]([CH3:36])[S:23]([C:26]1[CH:31]=[CH:30][C:29](B(O)O)=[C:28]([CH3:35])[CH:27]=1)(=[O:25])=[O:24].C(=O)([O-])[O-].[K+].[K+].O1CCOCC1, predict the reaction product. The product is: [F:20][C:12]1[CH:13]=[C:14]([O:18][CH3:19])[CH:15]=[C:16]([F:17])[C:11]=1[C:9]1[NH:10][C:5]2[C:6](=[N:7][C:2]([C:29]3[CH:30]=[CH:31][C:26]([S:23]([N:22]([CH3:36])[CH3:21])(=[O:25])=[O:24])=[CH:27][C:28]=3[CH3:35])=[CH:3][CH:4]=2)[CH:8]=1. (4) Given the reactants Cl[CH2:2][CH2:3][CH2:4][O:5][C:6]1[CH:11]=[CH:10][C:9]([C:12]2[S:13][C:14]([CH2:18][C:19]([N:21]3[CH2:26][CH2:25][CH2:24][CH2:23][CH2:22]3)=[O:20])=[C:15]([CH3:17])[N:16]=2)=[CH:8][CH:7]=1.C(=O)([O-])[O-].[K+].[K+].[I-].[Na+].[NH:35]1[CH2:40][CH2:39][CH2:38][CH2:37][CH2:36]1, predict the reaction product. The product is: [CH3:17][C:15]1[N:16]=[C:12]([C:9]2[CH:10]=[CH:11][C:6]([O:5][CH2:4][CH2:3][CH2:2][N:35]3[CH2:40][CH2:39][CH2:38][CH2:37][CH2:36]3)=[CH:7][CH:8]=2)[S:13][C:14]=1[CH2:18][C:19](=[O:20])[N:21]1[CH2:26][CH2:25][CH2:24][CH2:23][CH2:22]1. (5) Given the reactants [OH:1][C:2]1[CH:3]=[CH:4][C:5]([C:8]([O:10][CH3:11])=[O:9])=[N:6][CH:7]=1.Br.Br[CH2:14][C:15]1[CH:20]=[CH:19][CH:18]=[CH:17][N:16]=1.C([O-])([O-])=O.[K+].[K+], predict the reaction product. The product is: [N:16]1[CH:17]=[CH:18][CH:19]=[CH:20][C:15]=1[CH2:14][O:1][C:2]1[CH:3]=[CH:4][C:5]([C:8]([O:10][CH3:11])=[O:9])=[N:6][CH:7]=1.